Dataset: Full USPTO retrosynthesis dataset with 1.9M reactions from patents (1976-2016). Task: Predict the reactants needed to synthesize the given product. (1) Given the product [Br:1][C:2]1[C:11]2[C:6](=[CH:7][CH:8]=[CH:9][CH:10]=2)[C:5](=[S:14])[NH:4][CH:3]=1, predict the reactants needed to synthesize it. The reactants are: [Br:1][C:2]1[C:11]2[C:6](=[CH:7][CH:8]=[CH:9][CH:10]=2)[C:5](=O)[NH:4][CH:3]=1.P12(SP3(SP(SP(S3)(S1)=S)(=S)S2)=S)=[S:14].O. (2) Given the product [CH3:40][N:39]([CH3:41])[C:10]1[C:11]([C:32]2[CH:37]=[CH:36][CH:35]=[CH:34][C:33]=2[F:38])=[CH:12][C:13]2[NH:14][C:15](=[O:31])[CH2:16][C:17]([C:18]3[CH:23]=[CH:22][CH:21]=[C:20]([C:24]4[CH:29]=[CH:28][N:27]=[CH:26][CH:25]=4)[CH:19]=3)=[N:7][C:8]=2[CH:9]=1, predict the reactants needed to synthesize it. The reactants are: C(OC(=O)[NH:7][C:8]1[C:13]([NH:14][C:15](=[O:31])[CH2:16][C:17](=O)[C:18]2[CH:23]=[CH:22][CH:21]=[C:20]([C:24]3[CH:29]=[CH:28][N:27]=[CH:26][CH:25]=3)[CH:19]=2)=[CH:12][C:11]([C:32]2[CH:37]=[CH:36][CH:35]=[CH:34][C:33]=2[F:38])=[C:10]([N:39]([CH3:41])[CH3:40])[CH:9]=1)(C)(C)C.C(O)(C(F)(F)F)=O. (3) Given the product [C:21]([O:24][CH2:25][C:26]1[C:27]([N:41]2[CH2:53][CH2:52][N:44]3[C:45]4[CH2:46][CH2:47][CH2:48][CH2:49][C:50]=4[CH:51]=[C:43]3[C:42]2=[O:54])=[CH:28][CH:29]=[CH:30][C:31]=1[C:2]1[CH:3]=[C:4]([NH:10][C:11]2[CH:15]=[C:14]([CH:16]3[CH2:19][N:18]([CH3:20])[CH2:17]3)[NH:13][N:12]=2)[C:5](=[O:9])[N:6]([CH3:8])[CH:7]=1)(=[O:23])[CH3:22], predict the reactants needed to synthesize it. The reactants are: Br[C:2]1[CH:3]=[C:4]([NH:10][C:11]2[CH:15]=[C:14]([CH:16]3[CH2:19][N:18]([CH3:20])[CH2:17]3)[NH:13][N:12]=2)[C:5](=[O:9])[N:6]([CH3:8])[CH:7]=1.[C:21]([O:24][CH2:25][C:26]1[C:31](B2OC(C)(C)C(C)(C)O2)=[CH:30][CH:29]=[CH:28][C:27]=1[N:41]1[CH2:53][CH2:52][N:44]2[C:45]3[CH2:46][CH2:47][CH2:48][CH2:49][C:50]=3[CH:51]=[C:43]2[C:42]1=[O:54])(=[O:23])[CH3:22]. (4) Given the product [F:1][C:2]1[CH:7]=[C:6]([O:8][C:20]2[CH:25]=[CH:24][N:23]=[C:22]([NH:26][CH3:27])[C:21]=2[N+:28]([O-:30])=[O:29])[CH:5]=[CH:4][C:3]=1[NH:9][C:10](=[O:16])[O:11][C:12]([CH3:13])([CH3:15])[CH3:14], predict the reactants needed to synthesize it. The reactants are: [F:1][C:2]1[CH:7]=[C:6]([OH:8])[CH:5]=[CH:4][C:3]=1[NH:9][C:10](=[O:16])[O:11][C:12]([CH3:15])([CH3:14])[CH3:13].[H-].[Na+].Cl[C:20]1[CH:25]=[CH:24][N:23]=[C:22]([NH:26][CH3:27])[C:21]=1[N+:28]([O-:30])=[O:29]. (5) Given the product [F:1][C:2]1[CH:3]=[C:4]([CH:39]=[CH:40][C:41]=1[F:42])[CH2:5][NH:6][C:7]([C:9]1[CH:10]=[CH:11][C:12]([F:38])=[C:13]([NH:15][C:16]([C:18]2[N:22]3[CH:23]=[CH:24][C:25]([C:27]4[CH:36]=[CH:35][C:30]([C:31](=[O:32])[NH:51][CH2:50][CH2:49][N:43]5[CH2:48][CH2:47][CH2:46][CH2:45][CH2:44]5)=[C:29]([F:37])[CH:28]=4)=[CH:26][C:21]3=[N:20][CH:19]=2)=[O:17])[CH:14]=1)=[O:8], predict the reactants needed to synthesize it. The reactants are: [F:1][C:2]1[CH:3]=[C:4]([CH:39]=[CH:40][C:41]=1[F:42])[CH2:5][NH:6][C:7]([C:9]1[CH:10]=[CH:11][C:12]([F:38])=[C:13]([NH:15][C:16]([C:18]2[N:22]3[CH:23]=[CH:24][C:25]([C:27]4[CH:36]=[CH:35][C:30]([C:31](OC)=[O:32])=[C:29]([F:37])[CH:28]=4)=[CH:26][C:21]3=[N:20][CH:19]=2)=[O:17])[CH:14]=1)=[O:8].[N:43]1([CH2:49][CH2:50][NH2:51])[CH2:48][CH2:47][CH2:46][CH2:45][CH2:44]1.Cl. (6) Given the product [N+:19]([C:9]1[CH:10]=[CH:11][C:6]([CH:12]2[CH2:17][CH2:16][C:15](=[O:18])[CH2:14][CH2:13]2)=[CH:7][CH:8]=1)([O-:21])=[O:20], predict the reactants needed to synthesize it. The reactants are: OS(O)(=O)=O.[C:6]1([CH:12]2[CH2:17][CH2:16][C:15](=[O:18])[CH2:14][CH2:13]2)[CH:11]=[CH:10][CH:9]=[CH:8][CH:7]=1.[N+:19]([O-])([OH:21])=[O:20]. (7) The reactants are: [C:1]([C:5]1[CH:42]=[CH:41][C:8]([O:9][CH:10]([CH2:16][C:17]2[CH:22]=[CH:21][C:20]([O:23][CH2:24][CH2:25][NH:26][C:27](=[O:40])[C:28]3[CH:33]=[CH:32][C:31]([C:34]4[CH:39]=[CH:38][CH:37]=[CH:36][N:35]=4)=[CH:30][CH:29]=3)=[CH:19][CH:18]=2)[C:11]([O:13]CC)=[O:12])=[CH:7][CH:6]=1)([CH3:4])([CH3:3])[CH3:2].[OH-].[Na+]. Given the product [C:1]([C:5]1[CH:6]=[CH:7][C:8]([O:9][CH:10]([CH2:16][C:17]2[CH:22]=[CH:21][C:20]([O:23][CH2:24][CH2:25][NH:26][C:27](=[O:40])[C:28]3[CH:29]=[CH:30][C:31]([C:34]4[CH:39]=[CH:38][CH:37]=[CH:36][N:35]=4)=[CH:32][CH:33]=3)=[CH:19][CH:18]=2)[C:11]([OH:13])=[O:12])=[CH:41][CH:42]=1)([CH3:4])([CH3:2])[CH3:3], predict the reactants needed to synthesize it.